Task: Binary Classification. Given a miRNA mature sequence and a target amino acid sequence, predict their likelihood of interaction.. Dataset: Experimentally validated miRNA-target interactions with 360,000+ pairs, plus equal number of negative samples (1) The miRNA is cgr-miR-30a-5p with sequence UGUAAACAUCCUCGACUGGAAGC. The protein sequence of the target gene is MGNLLKVLTREIENYPHFFLDFENAQPTEGEREIWNQISAVLQDSESILADLQAYKGAGPEIRDAIQNPNDIQLQEKAWNAVCPLVVRLKRFYEFSIRLEKALQSLLESLTCPPYTPTQHLEREQALAKEFAEILHFTLRFDELKMRNPAIQNDFSYYRRTISRNRINNMHLDIENEVNNEMANRMSLFYAEATPMLKTLSNATMHFVSENKTLPIENTTDCLSTMTSVCKVMLETPEYRSRFTSEETLMFCMRVMVGVIILYDHVHPVGAFCKTSKIDMKGCIKVLKEQAPDSVEGLLN.... Result: 0 (no interaction). (2) The miRNA is mmu-miR-698-3p with sequence CAUUCUCGUUUCCUUCCCU. The protein sequence of the target gene is MEPEAPDSRKRPLETPPEVVCTKRSNTGEEGEYFLKVLIPSYAAGSIIGKGGQTIVQLQKETGATIKLSKSKDFYPGTTERVCLVQGTAEALNAVHSFIAEKVREIPQAMTKPEVVNILQPQTTMNPDRAKQAKLIVPNSTAGLIIGKGGATVKAVMEQSGAWVQLSQKPEGINLQERVVTVSGEPEQVHKAVSAIVQKVQEDPQSSSCLNISYANVAGPVANSNPTGSPYASPADVLPAAAAASAAAASGLLGPAGLAGVGAFPAALPAFSGTDLLAISTALNTLASYGYNTNSLGLGL.... Result: 0 (no interaction).